Dataset: Full USPTO retrosynthesis dataset with 1.9M reactions from patents (1976-2016). Task: Predict the reactants needed to synthesize the given product. (1) Given the product [CH2:1]([O:3][C:4](=[O:17])[C:5]([CH3:7])([O:8][C:9]1[CH:14]=[CH:13][CH:12]=[C:11]([CH2:15][NH:16][CH3:18])[CH:10]=1)[CH3:6])[CH3:2], predict the reactants needed to synthesize it. The reactants are: [CH2:1]([O:3][C:4](=[O:17])[C:5]([O:8][C:9]1[CH:14]=[CH:13][CH:12]=[C:11]([CH2:15][NH2:16])[CH:10]=1)([CH3:7])[CH3:6])[CH3:2].[C:18](OC(OC(C)(C)C)=O)(OC(C)(C)C)=O.C(=O)([O-])O.[Na+]. (2) Given the product [O-2:10].[Ca+2:3].[NH2:4][C@H:5]([C:9]([OH:11])=[O:10])[CH:6]([CH3:8])[CH3:7], predict the reactants needed to synthesize it. The reactants are: O.[O-2].[Ca+2:3].[NH2:4][C@H:5]([C:9]([OH:11])=[O:10])[CH:6]([CH3:8])[CH3:7]. (3) The reactants are: [CH3:1][C:2]1[C:6]([B:7]2[O:11][C:10]([CH3:13])([CH3:12])[C:9]([CH3:15])([CH3:14])[O:8]2)=[C:5]([CH3:16])[NH:4][N:3]=1.Br[CH2:18][CH2:19][O:20][CH3:21]. Given the product [CH3:21][O:20][CH2:19][CH2:18][N:3]1[C:2]([CH3:1])=[C:6]([B:7]2[O:11][C:10]([CH3:12])([CH3:13])[C:9]([CH3:15])([CH3:14])[O:8]2)[C:5]([CH3:16])=[N:4]1, predict the reactants needed to synthesize it. (4) Given the product [CH2:1]([OH:11])[C@H:2]([C@@H:4]([C@@H:6]([C@H:8]([CH3:10])[OH:9])[OH:7])[OH:5])[OH:3], predict the reactants needed to synthesize it. The reactants are: [CH2:1]([OH:11])[C@H:2]([C@@H:4]([C@@H:6]([C@H:8]([CH3:10])[OH:9])[OH:7])[OH:5])[OH:3].O=C[C@H]([C@@H]([C@@H]([C@H](C)O)O)O)O.[BH4-].[Na+]. (5) Given the product [Cl:1][C:2]1[CH:3]=[CH:4][C:5]([CH2:6][CH:7]2[C:16]3[C:11](=[CH:12][C:13]([O:19][CH3:20])=[C:14]([O:17][CH3:18])[CH:15]=3)[CH2:10][CH2:9][N:8]2[CH2:24][C:25]([NH:34][CH2:33][C:32]2[CH:35]=[CH:36][CH:37]=[CH:38][C:31]=2[O:30][CH2:28][CH3:29])=[O:26])=[CH:21][CH:22]=1, predict the reactants needed to synthesize it. The reactants are: [Cl:1][C:2]1[CH:22]=[CH:21][C:5]([CH2:6][CH:7]2[C:16]3[C:11](=[CH:12][C:13]([O:19][CH3:20])=[C:14]([O:17][CH3:18])[CH:15]=3)[CH2:10][CH2:9][NH:8]2)=[CH:4][CH:3]=1.Br[CH2:24][C:25](Br)=[O:26].[CH2:28]([O:30][C:31]1[CH:38]=[CH:37][CH:36]=[CH:35][C:32]=1[CH2:33][NH2:34])[CH3:29]. (6) Given the product [Cl:29][C:30]1[CH:31]=[C:32]([C:36]2[CH:37]=[CH:38][C:39]([C:6]([N:8]3[CH2:9][CH:10]4[CH:14]([CH2:13][N:12]([C:16]5[N:17]=[CH:18][CH:19]=[CH:20][N:21]=5)[CH2:11]4)[CH2:15]3)=[O:7])=[CH:40][CH:41]=2)[CH:33]=[CH:34][CH:35]=1, predict the reactants needed to synthesize it. The reactants are: C(O[C:6]([N:8]1[CH2:15][CH:14]2[CH:10]([CH2:11][N:12]([C:16]3[N:21]=[CH:20][CH:19]=[CH:18][N:17]=3)[CH2:13]2)[CH2:9]1)=[O:7])(C)(C)C.FC(F)(F)C(O)=O.[Cl:29][C:30]1[CH:31]=[C:32]([C:36]2[CH:41]=[CH:40][C:39](C(O)=O)=[CH:38][CH:37]=2)[CH:33]=[CH:34][CH:35]=1.F[P-](F)(F)(F)(F)F.N1(OC(N(C)C)=[N+](C)C)C2N=CC=CC=2N=N1.C(N(C(C)C)CC)(C)C. (7) The reactants are: [NH2:1][C:2]1[CH:7]=[CH:6][CH:5]=[CH:4][CH:3]=1.[Br:8][CH2:9][C:10](Br)=[O:11].C(N(CC)CC)C. Given the product [Br:8][CH2:9][C:10]([NH:1][C:2]1[CH:7]=[CH:6][CH:5]=[CH:4][CH:3]=1)=[O:11], predict the reactants needed to synthesize it.